Task: Predict the reaction yield, written as a fraction of the theoretical maximum amount of product (1.0 means a 100% yield; for example, 0.34 means a 34% yield).. Dataset: Reaction yield outcomes from USPTO patents with 853,638 reactions (1) The reactants are [CH3:1][O:2][C:3]1[CH:4]=[C:5]([CH:21]=[CH:22][C:23]=1[O:24][CH3:25])/[CH:6]=[CH:7]/[C:8]1[O:9][C:10]2[C:11](=[C:13]([C:17]([O:19]C)=[O:18])[CH:14]=[CH:15][CH:16]=2)[N:12]=1.[OH-].[Na+]. The catalyst is C1COCC1.CO. The product is [CH3:1][O:2][C:3]1[CH:4]=[C:5]([CH:21]=[CH:22][C:23]=1[O:24][CH3:25])/[CH:6]=[CH:7]/[C:8]1[O:9][C:10]2[C:11](=[C:13]([C:17]([OH:19])=[O:18])[CH:14]=[CH:15][CH:16]=2)[N:12]=1. The yield is 0.740. (2) The reactants are [Cl:1][C:2]1[CH:3]=[C:4]2[C:10]([C:11]3[N:16]=[C:15]([NH:17][CH:18]4[CH2:21][N:20](S(CC5CCCC5)(=O)=O)[CH2:19]4)[C:14]([F:31])=[CH:13][N:12]=3)=[CH:9][NH:8][C:5]2=[N:6][CH:7]=1.Cl.N1CC(NC2C(F)=CN=C(C3C4C(=NC=C(Cl)C=4)N(S(C4C=CC(C)=CC=4)(=O)=O)C=3)N=2)C1.[N:65]([Si](C)(C)C)=[C:66]=[O:67]. No catalyst specified. The product is [Cl:1][C:2]1[CH:3]=[C:4]2[C:10]([C:11]3[N:16]=[C:15]([NH:17][CH:18]4[CH2:19][N:20]([C:66]([NH2:65])=[O:67])[CH2:21]4)[C:14]([F:31])=[CH:13][N:12]=3)=[CH:9][NH:8][C:5]2=[N:6][CH:7]=1. The yield is 0.790. (3) The reactants are [CH3:1][C:2]1[CH:15]=[CH:14][C:5]([CH2:6][N:7]2[CH2:12][CH2:11][C:10](=O)[CH2:9][CH2:8]2)=[CH:4][CH:3]=1.C([O-])(=O)C.[NH4+].C([BH3-])#[N:22].[Na+]. The catalyst is CO. The product is [CH3:1][C:2]1[CH:15]=[CH:14][C:5]([CH2:6][N:7]2[CH2:12][CH2:11][CH:10]([NH2:22])[CH2:9][CH2:8]2)=[CH:4][CH:3]=1. The yield is 0.480. (4) The reactants are [Cl:1][C:2]1[N:7]=[C:6]([CH2:8][C:9]([C:11]2[CH:12]=[C:13]([CH:25]=[CH:26][CH:27]=2)[C:14]([NH:16][C:17]2[C:22]([F:23])=[CH:21][CH:20]=[CH:19][C:18]=2[F:24])=[O:15])=O)[CH:5]=[CH:4][N:3]=1.C1C(=O)N(Br)C(=O)C1.[F:36][C:37]([F:46])([F:45])[C:38]1[CH:43]=[CH:42][N:41]=[C:40]([NH2:44])[CH:39]=1.CCCCCC. The catalyst is C(Cl)Cl.CCOC(C)=O.C([O-])(O)=O.[Na+]. The product is [Cl:1][C:2]1[N:7]=[C:6]([C:8]2[N:41]3[CH:42]=[CH:43][C:38]([C:37]([F:45])([F:36])[F:46])=[CH:39][C:40]3=[N:44][C:9]=2[C:11]2[CH:12]=[C:13]([CH:25]=[CH:26][CH:27]=2)[C:14]([NH:16][C:17]2[C:22]([F:23])=[CH:21][CH:20]=[CH:19][C:18]=2[F:24])=[O:15])[CH:5]=[CH:4][N:3]=1. The yield is 0.460. (5) The reactants are Br[C:2]1[C:7]([CH2:8][OH:9])=[CH:6][C:5]([Cl:10])=[CH:4][N:3]=1.[O:11]1[CH:16]=[CH:15][CH2:14][CH2:13][CH2:12]1.[Cl-].[Li+].C([Mg]Cl)(C)C.CN([CH:27]=[O:28])C. The catalyst is CC1OCCC1.S(=O)(=O)(O)O. The product is [Cl:10][C:5]1[CH:6]=[C:7]([CH2:8][O:9][CH:16]2[CH2:15][CH2:14][CH2:13][CH2:12][O:11]2)[C:2]([CH:27]=[O:28])=[N:3][CH:4]=1. The yield is 0.740. (6) The reactants are [CH2:1]([O:8][C:9]([N:11]1[CH:17]([C:18](=O)[NH:19][C:20]2[CH:25]=[C:24]([Br:26])[CH:23]=[CH:22][C:21]=2[NH2:27])[CH2:16][C:13]2([CH2:15][CH2:14]2)[CH2:12]1)=[O:10])[C:2]1[CH:7]=[CH:6][CH:5]=[CH:4][CH:3]=1.C(OC(N1C(C(=O)NC2C=CC(Br)=CC=2N)CC2(CC2)C1)=O)C1C=CC=CC=1. The catalyst is CC(O)=O. The product is [CH2:1]([O:8][C:9]([N:11]1[CH:17]([C:18]2[NH:19][C:20]3[CH:25]=[C:24]([Br:26])[CH:23]=[CH:22][C:21]=3[N:27]=2)[CH2:16][C:13]2([CH2:15][CH2:14]2)[CH2:12]1)=[O:10])[C:2]1[CH:7]=[CH:6][CH:5]=[CH:4][CH:3]=1. The yield is 1.00. (7) The reactants are Cl[C:2]1[N:7]=[C:6]([C:8]2[CH:13]=[CH:12][C:11]([N:14]([CH2:19][C:20]#[N:21])[S:15]([CH3:18])(=[O:17])=[O:16])=[CH:10][CH:9]=2)[CH:5]=[CH:4][N:3]=1.[NH2:22][C:23]1[CH:24]=[CH:25][C:26]([N:32]2[CH2:37][CH2:36][O:35][CH2:34][CH2:33]2)=[C:27]([CH:31]=1)[C:28]([OH:30])=[O:29].O.C1(C)C=CC(S(O)(=O)=O)=CC=1. The catalyst is O1CCOCC1. The product is [C:20]([CH2:19][N:14]([C:11]1[CH:12]=[CH:13][C:8]([C:6]2[CH:5]=[CH:4][N:3]=[C:2]([NH:22][C:23]3[CH:24]=[CH:25][C:26]([N:32]4[CH2:33][CH2:34][O:35][CH2:36][CH2:37]4)=[C:27]([CH:31]=3)[C:28]([OH:30])=[O:29])[N:7]=2)=[CH:9][CH:10]=1)[S:15]([CH3:18])(=[O:17])=[O:16])#[N:21]. The yield is 0.370. (8) The catalyst is CO. The product is [ClH:28].[OH:1][CH2:2][C@@H:3]([NH:5][S:6]([C:9]1[CH:10]=[CH:11][C:12]([C:15]2[CH:20]=[CH:19][N:18]=[C:17]3[NH:21][C:22]([C:24]([F:26])([F:27])[F:25])=[CH:23][C:16]=23)=[CH:13][CH:14]=1)(=[O:7])=[O:8])[CH3:4]. The yield is 0.910. The reactants are [OH:1][CH2:2][C@@H:3]([NH:5][S:6]([C:9]1[CH:14]=[CH:13][C:12]([C:15]2[CH:20]=[CH:19][N:18]=[C:17]3[NH:21][C:22]([C:24]([F:27])([F:26])[F:25])=[CH:23][C:16]=23)=[CH:11][CH:10]=1)(=[O:8])=[O:7])[CH3:4].[ClH:28].C(OCC)C. (9) The reactants are C[O:2][C:3](=[O:15])[CH2:4][CH2:5][C:6]([C:8]1[CH:13]=[CH:12][CH:11]=[C:10]([F:14])[CH:9]=1)=O.O.NN.[OH-].[K+].Cl. The catalyst is C(O)CO.O.CCOCC. The product is [F:14][C:10]1[CH:9]=[C:8]([CH2:6][CH2:5][CH2:4][C:3]([OH:15])=[O:2])[CH:13]=[CH:12][CH:11]=1. The yield is 0.753. (10) The reactants are Br[C:2]1[CH:23]=[CH:22][C:5]([C:6]([NH:8][S:9]([C:12]2[CH:17]=[CH:16][CH:15]=[CH:14][C:13]=2[S:18](=[O:21])(=[O:20])[NH2:19])(=[O:11])=[O:10])=[O:7])=[CH:4][CH:3]=1.[C:24]([C:26]1[CH:31]=[CH:30][CH:29]=[C:28]([F:32])[CH:27]=1)#[CH:25]. No catalyst specified. The product is [F:32][C:28]1[CH:27]=[C:26]([C:24]#[C:25][C:2]2[CH:23]=[CH:22][C:5]([C:6]([NH:8][S:9]([C:12]3[CH:17]=[CH:16][CH:15]=[CH:14][C:13]=3[S:18](=[O:21])(=[O:20])[NH2:19])(=[O:11])=[O:10])=[O:7])=[CH:4][CH:3]=2)[CH:31]=[CH:30][CH:29]=1. The yield is 0.400.